Dataset: Full USPTO retrosynthesis dataset with 1.9M reactions from patents (1976-2016). Task: Predict the reactants needed to synthesize the given product. (1) The reactants are: Cl.[NH:2]1[CH2:6][CH2:5][CH2:4][C@H:3]1[C:7]([O:9][CH2:10]C)=[O:8].[CH:12]1[CH:17]=[CH:16][C:15]([CH2:18][O:19][C:20](Cl)=[O:21])=[CH:14][CH:13]=1. Given the product [N:2]1([C:20]([O:19][CH2:18][C:15]2[CH:16]=[CH:17][CH:12]=[CH:13][CH:14]=2)=[O:21])[CH2:6][CH2:5][CH2:4][C@H:3]1[C:7]([O:9][CH3:10])=[O:8], predict the reactants needed to synthesize it. (2) Given the product [CH2:1]([S:5]([C:8]1[N:13]=[C:12]([C:14]([OH:18])=[O:16])[CH:11]=[CH:10][CH:9]=1)(=[O:7])=[O:6])[CH:2]([CH3:4])[CH3:3], predict the reactants needed to synthesize it. The reactants are: [CH2:1]([S:5]([C:8]1[N:13]=[C:12]([C:14]#N)[CH:11]=[CH:10][CH:9]=1)(=[O:7])=[O:6])[CH:2]([CH3:4])[CH3:3].[OH-:16].[Na+].[OH2:18].